This data is from Forward reaction prediction with 1.9M reactions from USPTO patents (1976-2016). The task is: Predict the product of the given reaction. Given the reactants [Cl:1][C:2]1[C:3]([NH:15][CH:16]2[CH2:33][CH2:32][C:19]3([CH2:24][CH2:23][N:22](C(OC(C)(C)C)=O)[CH2:21][CH2:20]3)[CH2:18][CH2:17]2)=[N:4][C:5]([NH:8][C:9]2[N:10]=[CH:11][N:12]([CH3:14])[CH:13]=2)=[N:6][CH:7]=1.Cl, predict the reaction product. The product is: [ClH:1].[Cl:1][C:2]1[C:3]([NH:15][CH:16]2[CH2:33][CH2:32][C:19]3([CH2:24][CH2:23][NH:22][CH2:21][CH2:20]3)[CH2:18][CH2:17]2)=[N:4][C:5]([NH:8][C:9]2[N:10]=[CH:11][N:12]([CH3:14])[CH:13]=2)=[N:6][CH:7]=1.